This data is from Human liver microsome stability data. The task is: Regression/Classification. Given a drug SMILES string, predict its absorption, distribution, metabolism, or excretion properties. Task type varies by dataset: regression for continuous measurements (e.g., permeability, clearance, half-life) or binary classification for categorical outcomes (e.g., BBB penetration, CYP inhibition). Dataset: hlm. (1) The drug is CCC1=C(C(=O)OCC2CCCCC2)[C@H](c2cccc(O)c2)NC(=O)N1. The result is 1 (stable in human liver microsomes). (2) The compound is COc1ncc(-c2cc(C3=Nc4c(C(C)(C)C)nn(CCO)c4C(=O)NC3)ccc2OC)cn1. The result is 0 (unstable in human liver microsomes). (3) The drug is CC(C)OC(=O)C1=CN(C(=O)c2ccc(CCN3CCOCC3)cc2)CC(C)(C)c2c1[nH]c1cc(F)ccc21. The result is 1 (stable in human liver microsomes).